Task: Regression. Given a peptide amino acid sequence and an MHC pseudo amino acid sequence, predict their binding affinity value. This is MHC class II binding data.. Dataset: Peptide-MHC class II binding affinity with 134,281 pairs from IEDB (1) The peptide sequence is TEAPAAPAEGEKPAE. The MHC is HLA-DQA10501-DQB10301 with pseudo-sequence HLA-DQA10501-DQB10301. The binding affinity (normalized) is 0.427. (2) The binding affinity (normalized) is 0.298. The peptide sequence is SLYNTVATLYCVHAGIEV. The MHC is DRB4_0101 with pseudo-sequence DRB4_0103.